Task: Predict the reactants needed to synthesize the given product.. Dataset: Full USPTO retrosynthesis dataset with 1.9M reactions from patents (1976-2016) Given the product [F:1][C:2]1[CH:3]=[C:4]([CH:10]2[CH2:15][CH2:14][N:13]([C:16]([O:18][CH2:19][C:20]3[CH:21]=[CH:22][CH:23]=[CH:24][CH:25]=3)=[O:17])[CH2:12][CH:11]2[O:26][CH2:28][C:29]2[CH:30]=[CH:31][C:32]3[O:37][CH2:36][C:35](=[O:38])[N:34]([CH2:39][CH2:40][CH2:41][O:42][CH3:43])[C:33]=3[CH:44]=2)[CH:5]=[CH:6][C:7]=1[O:8][CH3:9], predict the reactants needed to synthesize it. The reactants are: [F:1][C:2]1[CH:3]=[C:4]([CH:10]2[CH2:15][CH2:14][N:13]([C:16]([O:18][CH2:19][C:20]3[CH:25]=[CH:24][CH:23]=[CH:22][CH:21]=3)=[O:17])[CH2:12][CH:11]2[OH:26])[CH:5]=[CH:6][C:7]=1[O:8][CH3:9].Cl[CH2:28][C:29]1[CH:30]=[CH:31][C:32]2[O:37][CH2:36][C:35](=[O:38])[N:34]([CH2:39][CH2:40][CH2:41][O:42][CH3:43])[C:33]=2[CH:44]=1.